This data is from Full USPTO retrosynthesis dataset with 1.9M reactions from patents (1976-2016). The task is: Predict the reactants needed to synthesize the given product. (1) Given the product [C:22]([NH:25][CH:26]1[CH:31]([CH:32]([OH:37])[CH:33]([OH:36])[CH2:34][OH:35])[O:30][C:29]([C:38]([OH:40])=[O:39])=[CH:28][CH:27]1[NH:42][C:43]#[N:44])(=[O:24])[CH3:23], predict the reactants needed to synthesize it. The reactants are: CO.II.CC(C)([O-])C.[Na+].C(=O)([O-])[O-].[K+].[K+].[OH-].[Na+].C[O-].[Na+].[C:22]([NH:25][CH:26]1[CH:31]([CH:32]([OH:37])[CH:33]([OH:36])[CH2:34][OH:35])[O:30][C:29]([C:38]([O:40]C)=[O:39])=[CH:28][CH:27]1[NH:42][C:43]#[N:44])(=[O:24])[CH3:23]. (2) Given the product [CH3:8][O:7][C:5]([C:4]1[CH:9]=[CH:10][C:11]2[C:26]([CH3:27])=[C:29]3[S:33][CH:32]=[N:31][C:30]3=[N:1][C:2]=2[C:3]=1[O:12][CH:13]([C:20]1[CH:25]=[CH:24][CH:23]=[CH:22][CH:21]=1)[C:14]1[CH:15]=[CH:16][CH:17]=[CH:18][CH:19]=1)=[O:6], predict the reactants needed to synthesize it. The reactants are: [NH2:1][C:2]1[C:3]([O:12][CH:13]([C:20]2[CH:25]=[CH:24][CH:23]=[CH:22][CH:21]=2)[C:14]2[CH:19]=[CH:18][CH:17]=[CH:16][CH:15]=2)=[C:4]([CH:9]=[CH:10][CH:11]=1)[C:5]([O:7][CH3:8])=[O:6].[C:26]([C:29]1[S:33][CH:32]=[N:31][C:30]=1Br)(=O)[CH3:27]. (3) Given the product [C:29]([C:33]1[CH:38]=[C:37]([CH2:39][N:40]2[CH2:45][CH2:44][O:43][CH2:42][CH2:41]2)[N:36]=[C:35]([NH:46][C:26](=[O:27])[CH2:25][C:5]2[CH:6]=[CH:7][C:8]([C:10]3[N:14]4[CH:15]=[CH:16][C:17]([C:19]5[CH:24]=[CH:23][N:22]=[CH:21][CH:20]=5)=[CH:18][C:13]4=[N:12][CH:11]=3)=[CH:9][C:4]=2[F:3])[CH:34]=1)([CH3:32])([CH3:30])[CH3:31], predict the reactants needed to synthesize it. The reactants are: Cl.Cl.[F:3][C:4]1[CH:9]=[C:8]([C:10]2[N:14]3[CH:15]=[CH:16][C:17]([C:19]4[CH:24]=[CH:23][N:22]=[CH:21][CH:20]=4)=[CH:18][C:13]3=[N:12][CH:11]=2)[CH:7]=[CH:6][C:5]=1[CH2:25][C:26](O)=[O:27].[C:29]([C:33]1[CH:38]=[C:37]([CH2:39][N:40]2[CH2:45][CH2:44][O:43][CH2:42][CH2:41]2)[N:36]=[C:35]([NH2:46])[CH:34]=1)([CH3:32])([CH3:31])[CH3:30].C(N(C(C)C)CC)(C)C.CN(C(ON1N=NC2C=CC=NC1=2)=[N+](C)C)C.F[P-](F)(F)(F)(F)F. (4) Given the product [CH3:1][C:2]1([CH3:22])[C@@H:5]([C:6]2[N:10]=[CH:9][N:8]([CH:24]3[CH2:25][CH2:26][CH2:27][CH2:28][O:23]3)[N:7]=2)[CH2:4][C@H:3]1[NH:11][C:12](=[O:21])[O:13][CH2:14][C:15]1[CH:16]=[CH:17][CH:18]=[CH:19][CH:20]=1, predict the reactants needed to synthesize it. The reactants are: [CH3:1][C:2]1([CH3:22])[C@@H:5]([C:6]2[N:10]=[CH:9][NH:8][N:7]=2)[CH2:4][C@H:3]1[NH:11][C:12](=[O:21])[O:13][CH2:14][C:15]1[CH:20]=[CH:19][CH:18]=[CH:17][CH:16]=1.[O:23]1[CH:28]=[CH:27][CH2:26][CH2:25][CH2:24]1.CC1C=CC(S([O-])(=O)=O)=CC=1.[NH+]1C=CC=CC=1. (5) Given the product [F:29][C:30]1[CH:31]=[C:32]([CH:35]=[CH:36][CH:37]=1)[CH2:33][O:25][C:20]1[CH:21]=[CH:22][CH:23]=[CH:24][C:19]=1[CH2:18][C:17]1[C:13]([O:12][C@@H:1]2[O:9][C@H:8]([CH2:10][OH:11])[C@@H:6]([OH:7])[C@H:4]([OH:5])[C@H:2]2[OH:3])=[N:14][NH:15][C:16]=1[CH:26]([CH3:28])[CH3:27], predict the reactants needed to synthesize it. The reactants are: [C@@H:1]1([O:12][C:13]2[C:17]([CH2:18][C:19]3[CH:24]=[CH:23][CH:22]=[CH:21][C:20]=3[OH:25])=[C:16]([CH:26]([CH3:28])[CH3:27])[NH:15][N:14]=2)[O:9][C@H:8]([CH2:10][OH:11])[C@@H:6]([OH:7])[C@H:4]([OH:5])[C@H:2]1[OH:3].[F:29][C:30]1[CH:31]=[C:32]([CH:35]=[CH:36][CH:37]=1)[CH2:33]Br. (6) The reactants are: [Br:1][C:2]1[CH:3]=[C:4]2[C:8](=[C:9]([Cl:11])[CH:10]=1)[NH:7][C:6]1[CH2:12][CH:13]3[NH:17][CH:16]([C:5]2=1)[CH2:15][CH2:14]3.[C:18]([O:22][C:23](O[C:23]([O:22][C:18]([CH3:21])([CH3:20])[CH3:19])=[O:24])=[O:24])([CH3:21])([CH3:20])[CH3:19].C(=O)([O-])[O-].[K+].[K+]. Given the product [Br:1][C:2]1[CH:10]=[C:9]([Cl:11])[C:8]2[NH:7][C:6]3[CH2:12][CH:13]4[NH:17][CH:16]([C:5]=3[C:4]=2[C:3]=1[C:23]([O:22][C:18]([CH3:21])([CH3:20])[CH3:19])=[O:24])[CH2:15][CH2:14]4, predict the reactants needed to synthesize it. (7) The reactants are: [BH4-].[Na+].[CH3:3][O:4][CH2:5][O:6][C:7]1[CH:12]=[C:11]([O:13][CH2:14][O:15][CH3:16])[CH:10]=[CH:9][C:8]=1[C:17]1[C:18](=[O:34])[O:19][C:20]2[C:25]([C:26]=1[CH2:27][CH:28]=[O:29])=[CH:24][CH:23]=[C:22]([O:30][CH2:31][O:32][CH3:33])[CH:21]=2. Given the product [CH3:3][O:4][CH2:5][O:6][C:7]1[CH:12]=[C:11]([O:13][CH2:14][O:15][CH3:16])[CH:10]=[CH:9][C:8]=1[C:17]1[C:18](=[O:34])[O:19][C:20]2[C:25]([C:26]=1[CH2:27][CH2:28][OH:29])=[CH:24][CH:23]=[C:22]([O:30][CH2:31][O:32][CH3:33])[CH:21]=2, predict the reactants needed to synthesize it.